This data is from Forward reaction prediction with 1.9M reactions from USPTO patents (1976-2016). The task is: Predict the product of the given reaction. (1) Given the reactants Cl[C:2]1[C:7]([N+:8]([O-:10])=[O:9])=[CH:6][CH:5]=[CH:4][C:3]=1[O:11][CH3:12].C(N(C(C)C)CC)(C)C.[CH3:22][O:23][CH2:24][CH2:25][NH2:26], predict the reaction product. The product is: [CH3:22][O:23][CH2:24][CH2:25][NH:26][C:2]1[C:7]([N+:8]([O-:10])=[O:9])=[CH:6][CH:5]=[CH:4][C:3]=1[O:11][CH3:12]. (2) Given the reactants Br[C:2]1[CH:11]=[C:10]2[C:5]([N:6]=[CH:7][CH:8]=[N:9]2)=[C:4]([C:12]([NH:14][CH2:15][C:16]([O:18][CH2:19][CH3:20])=[O:17])=[O:13])[C:3]=1[OH:21].C([Sn](CCCC)(CCCC)[C:27]1[CH:32]=[N:31][CH:30]=[CH:29][N:28]=1)CCC, predict the reaction product. The product is: [OH:21][C:3]1[C:4]([C:12]([NH:14][CH2:15][C:16]([O:18][CH2:19][CH3:20])=[O:17])=[O:13])=[C:5]2[C:10](=[CH:11][C:2]=1[C:27]1[CH:32]=[N:31][CH:30]=[CH:29][N:28]=1)[N:9]=[CH:8][CH:7]=[N:6]2. (3) Given the reactants [O:1]=[C:2]1[C:11]2[C:6](=[CH:7][CH:8]=[CH:9][CH:10]=2)[N:5]=[C:4]([CH2:12][CH2:13][CH2:14][C:15]([OH:17])=O)[NH:3]1.FC(F)(F)C(O)=O.[NH:25]1[CH2:30][CH2:29][CH:28]([C:31]2[O:35][C:34]([C:36]3[CH:43]=[CH:42][C:39]([C:40]#[N:41])=[CH:38][CH:37]=3)=[N:33][N:32]=2)[CH2:27][CH2:26]1, predict the reaction product. The product is: [O:1]=[C:2]1[C:11]2[C:6](=[CH:7][CH:8]=[CH:9][CH:10]=2)[N:5]=[C:4]([CH2:12][CH2:13][CH2:14][C:15]([N:25]2[CH2:30][CH2:29][CH:28]([C:31]3[O:35][C:34]([C:36]4[CH:43]=[CH:42][C:39]([C:40]#[N:41])=[CH:38][CH:37]=4)=[N:33][N:32]=3)[CH2:27][CH2:26]2)=[O:17])[NH:3]1. (4) The product is: [NH2:1][C:2]1[C:17]2[C:16](=[O:18])[C:15]([C:19]([OH:21])=[O:20])=[CH:14][N:7]3[CH2:8][C:9]4([CH2:13][CH2:12][CH2:11]4)[O:10][C:5]([C:6]=23)=[C:4]([NH:40][CH2:39][CH2:38][NH:37][C:32]2[CH:33]=[CH:34][CH:35]=[CH:36][N:31]=2)[C:3]=1[F:23]. Given the reactants [NH2:1][C:2]1[C:17]2[C:16](=[O:18])[C:15]([C:19]([OH:21])=[O:20])=[CH:14][N:7]3[CH2:8][C:9]4([CH2:13][CH2:12][CH2:11]4)[O:10][C:5]([C:6]=23)=[C:4](F)[C:3]=1[F:23].C(N(CC)CC)C.[N:31]1[CH:36]=[CH:35][CH:34]=[CH:33][C:32]=1[NH:37][CH2:38][CH2:39][NH2:40], predict the reaction product. (5) Given the reactants C(=O)([O-])[O-].[Cs+].[Cs+].[O:7]=[C:8]1[N:13]([C:14]2[CH:19]=[CH:18][CH:17]=[C:16]([C:20]([F:23])([F:22])[F:21])[CH:15]=2)[C:12]2[CH2:24][CH2:25][C:26](=[O:27])[C:11]=2[CH:10]([C:28]2[CH:35]=[CH:34][C:31]([C:32]#[N:33])=[CH:30][CH:29]=2)[NH:9]1.Br[CH:37]([CH3:42])[C:38]([O:40][CH3:41])=[O:39].O, predict the reaction product. The product is: [C:32]([C:31]1[CH:30]=[CH:29][C:28]([CH:10]2[N:9]([CH:37]([CH3:42])[C:38]([O:40][CH3:41])=[O:39])[C:8](=[O:7])[N:13]([C:14]3[CH:19]=[CH:18][CH:17]=[C:16]([C:20]([F:21])([F:22])[F:23])[CH:15]=3)[C:12]3[CH2:24][CH2:25][C:26](=[O:27])[C:11]2=3)=[CH:35][CH:34]=1)#[N:33]. (6) Given the reactants [F:1][C:2]1[CH:3]=[C:4]([C:22]2[C:23]([C:28]#[N:29])=[CH:24][CH:25]=[CH:26][CH:27]=2)[CH:5]=[CH:6][C:7]=1[CH2:8][C:9]1[C:10](=[O:21])[NH:11][C:12]2[N:13]([N:18]=[CH:19][N:20]=2)[C:14]=1[CH2:15][CH2:16][CH3:17].I[CH2:31][CH3:32].[C:33](=[O:36])([O-])[O-:34].[K+].[K+].[Cl-].O[NH3+:41].C(=O)([O-])O.[Na+], predict the reaction product. The product is: [CH2:31]([N:11]1[C:10](=[O:21])[C:9]([CH2:8][C:7]2[CH:6]=[CH:5][C:4]([C:22]3[CH:27]=[CH:26][CH:25]=[CH:24][C:23]=3[C:28]3[NH:41][C:33](=[O:36])[O:34][N:29]=3)=[CH:3][C:2]=2[F:1])=[C:14]([CH2:15][CH2:16][CH3:17])[N:13]2[N:18]=[CH:19][N:20]=[C:12]12)[CH3:32]. (7) Given the reactants [OH:1][C:2]1[CH:7]=[CH:6][C:5]([CH:8]([C:15]#[C:16][CH3:17])[CH2:9][C:10]([O:12][CH2:13][CH3:14])=[O:11])=[CH:4][CH:3]=1.Br[CH2:19][C:20]1[CH:25]=[CH:24][C:23]([CH2:26][OH:27])=[CH:22][CH:21]=1.C([O-])([O-])=O.[Cs+].[Cs+], predict the reaction product. The product is: [OH:27][CH2:26][C:23]1[CH:24]=[CH:25][C:20]([CH2:19][O:1][C:2]2[CH:3]=[CH:4][C:5]([CH:8]([C:15]#[C:16][CH3:17])[CH2:9][C:10]([O:12][CH2:13][CH3:14])=[O:11])=[CH:6][CH:7]=2)=[CH:21][CH:22]=1. (8) Given the reactants [C:1]([O:5][C:6]([NH:8][C@@H:9]([CH2:14][C:15]1[C:23]2[C:18](=[CH:19][CH:20]=[CH:21][CH:22]=2)[NH:17][CH:16]=1)[C:10]([O:12][CH3:13])=[O:11])=[O:7])([CH3:4])([CH3:3])[CH3:2].C(=O)([O-])[O-].[Cs+].[Cs+].Br[CH2:31][C:32]([O:34][C:35]([CH3:38])([CH3:37])[CH3:36])=[O:33], predict the reaction product. The product is: [C:35]([O:34][C:32](=[O:33])[CH2:31][N:17]1[C:18]2[C:23](=[CH:22][CH:21]=[CH:20][CH:19]=2)[C:15]([CH2:14][C@H:9]([NH:8][C:6]([O:5][C:1]([CH3:4])([CH3:2])[CH3:3])=[O:7])[C:10]([O:12][CH3:13])=[O:11])=[CH:16]1)([CH3:38])([CH3:37])[CH3:36].